Task: Predict the reactants needed to synthesize the given product.. Dataset: Full USPTO retrosynthesis dataset with 1.9M reactions from patents (1976-2016) (1) The reactants are: [NH2:1][C:2]1[CH:3]=[C:4]([CH:23]=[CH:24][C:25]=1[B:26]1[O:30]C(C)(C)C(C)(C)[O:27]1)[C:5]([NH:7][N:8]([C:19]([CH3:22])([CH3:21])[CH3:20])[C:9](=[O:18])[C:10]1[CH:15]=[C:14]([CH3:16])[CH:13]=[C:12]([CH3:17])[CH:11]=1)=[O:6].[C:35]1([S:41](Cl)(=[O:43])=[O:42])[CH:40]=[CH:39][CH:38]=[CH:37][CH:36]=1. Given the product [C:19]([N:8]([C:9](=[O:18])[C:10]1[CH:11]=[C:12]([CH3:17])[CH:13]=[C:14]([CH3:16])[CH:15]=1)[NH:7][C:5]([C:4]1[CH:23]=[CH:24][C:25]([B:26]([OH:27])[OH:30])=[C:2]([NH:1][S:41]([C:35]2[CH:40]=[CH:39][CH:38]=[CH:37][CH:36]=2)(=[O:43])=[O:42])[CH:3]=1)=[O:6])([CH3:21])([CH3:20])[CH3:22], predict the reactants needed to synthesize it. (2) Given the product [Cl:13][C:10]1[C:9]2[C:4](=[CH:5][C:6]([F:15])=[CH:7][C:8]=2[F:14])[N:3]=[C:2]([C:19]2[CH:20]=[N:21][CH:22]=[C:17]([F:16])[CH:18]=2)[C:11]=1[CH3:12], predict the reactants needed to synthesize it. The reactants are: Cl[C:2]1[C:11]([CH3:12])=[C:10]([Cl:13])[C:9]2[C:4](=[CH:5][C:6]([F:15])=[CH:7][C:8]=2[F:14])[N:3]=1.[F:16][C:17]1[CH:18]=[C:19](B(O)O)[CH:20]=[N:21][CH:22]=1.C(=O)([O-])[O-].[Na+].[Na+].O1CCOCC1.